From a dataset of Reaction yield outcomes from USPTO patents with 853,638 reactions. Predict the reaction yield, written as a fraction of the theoretical maximum amount of product (1.0 means a 100% yield; for example, 0.34 means a 34% yield). (1) The reactants are Br[C:2]1[CH:3]=[CH:4][C:5]2[N:6]([CH:23]=1)[C:7](=[O:22])[CH:8]=[C:9]([C:11]1[CH:21]=[C:14]3[C:15]([CH3:20])=[N:16][C:17]([CH3:19])=[CH:18][N:13]3[N:12]=1)[N:10]=2.CC1(C)C(C)(C)OB([C:32]2[CH2:37][CH2:36][N:35]([C:38]([O:40][C:41]([CH3:44])([CH3:43])[CH3:42])=[O:39])[CH2:34][CH:33]=2)O1.C(=O)([O-])[O-].[K+].[K+]. The catalyst is C(#N)C.C1C=CC(P(C2C=CC=CC=2)[C-]2C=CC=C2)=CC=1.C1C=CC(P(C2C=CC=CC=2)[C-]2C=CC=C2)=CC=1.Cl[Pd]Cl.[Fe+2]. The product is [CH3:20][C:15]1[C:14]2[N:13]([N:12]=[C:11]([C:9]3[N:10]=[C:5]4[CH:4]=[CH:3][C:2]([C:32]5[CH2:37][CH2:36][N:35]([C:38]([O:40][C:41]([CH3:44])([CH3:43])[CH3:42])=[O:39])[CH2:34][CH:33]=5)=[CH:23][N:6]4[C:7](=[O:22])[CH:8]=3)[CH:21]=2)[CH:18]=[C:17]([CH3:19])[N:16]=1. The yield is 0.840. (2) The reactants are [Cl:1][C:2]1[N:10]=[C:9]2[C:5]([N:6]([CH2:16][O:17][CH2:18][CH2:19][Si:20]([CH3:23])([CH3:22])[CH3:21])[C:7]([CH:11]3[CH2:15][CH2:14][CH2:13][CH2:12]3)=[N:8]2)=[C:4](Cl)[N:3]=1.C(=O)([O-])[O-:26].[Na+].[Na+]. The catalyst is O1CCOCC1. The product is [Cl:1][C:2]1[NH:3][C:4](=[O:26])[C:5]2[N:6]([CH2:16][O:17][CH2:18][CH2:19][Si:20]([CH3:23])([CH3:22])[CH3:21])[C:7]([CH:11]3[CH2:15][CH2:14][CH2:13][CH2:12]3)=[N:8][C:9]=2[N:10]=1. The yield is 0.870. (3) The product is [CH2:9]([O:11][C:12](=[O:21])[CH:13]([C:14]1[CH:19]=[CH:18][C:17]([Cl:20])=[CH:16][CH:15]=1)[CH2:23][CH:24]1[CH2:28][CH2:27][CH2:26][CH2:25]1)[CH3:10]. The catalyst is O1CCCC1.CN(C)P(N(C)C)(N(C)C)=O.CN(C)P(N(C)C)(N(C)C)=O. The reactants are C([N-]C(C)C)(C)C.[Li+].[CH2:9]([O:11][C:12](=[O:21])[CH2:13][C:14]1[CH:19]=[CH:18][C:17]([Cl:20])=[CH:16][CH:15]=1)[CH3:10].I[CH2:23][CH:24]1[CH2:28][CH2:27][CH2:26][CH2:25]1. The yield is 0.909. (4) The reactants are [Cl:1][C:2]1[C:7]([CH:8]([OH:13])[C:9]([O:11][CH3:12])=[O:10])=[C:6]([CH3:14])[N:5]=[C:4]2[S:15][C:16]3[CH2:21][CH2:20][CH2:19][CH2:18][C:17]=3[C:3]=12.C(O[C:26]([CH3:29])([CH3:28])[CH3:27])(=O)C.Cl(O)(=O)(=O)=O. No catalyst specified. The product is [Cl:1][C:2]1[C:7]([CH:8]([O:13][C:26]([CH3:29])([CH3:28])[CH3:27])[C:9]([O:11][CH3:12])=[O:10])=[C:6]([CH3:14])[N:5]=[C:4]2[S:15][C:16]3[CH2:21][CH2:20][CH2:19][CH2:18][C:17]=3[C:3]=12. The yield is 0.590. (5) The reactants are [C:1]([C:3]1([C:6]([NH:8][C:9]2[CH:14]=[CH:13][CH:12]=[C:11]([C:15]3[CH:20]=[CH:19][CH:18]=[CH:17][CH:16]=3)[C:10]=2[C:21]([NH2:23])=[O:22])=O)[CH2:5][CH2:4]1)#[N:2].C([O-])([O-])=O.[Na+].[Na+]. The catalyst is CO. The product is [O:22]=[C:21]1[C:10]2[C:9](=[CH:14][CH:13]=[CH:12][C:11]=2[C:15]2[CH:20]=[CH:19][CH:18]=[CH:17][CH:16]=2)[N:8]=[C:6]([C:3]2([C:1]#[N:2])[CH2:5][CH2:4]2)[NH:23]1. The yield is 0.990. (6) The reactants are [CH:1]1([CH2:4][O:5][C:6]2[CH:7]=[CH:8][C:9]([CH3:12])=[N:10][CH:11]=2)[CH2:3][CH2:2]1.ClC1C=C(C=CC=1)C(OO)=[O:18].C(=O)(O)[O-].[Na+].C(=O)([O-])[O-].[K+].[K+]. The catalyst is ClCCl.O. The product is [CH:1]1([CH2:4][O:5][C:6]2[CH:7]=[CH:8][C:9]([CH2:12][OH:18])=[N:10][CH:11]=2)[CH2:2][CH2:3]1. The yield is 1.00.